This data is from Forward reaction prediction with 1.9M reactions from USPTO patents (1976-2016). The task is: Predict the product of the given reaction. (1) The product is: [CH3:22][C:6]1[CH:2]=[C:3]([C:7]([NH:9][CH2:10][C:11]2[NH:15][N:14]=[C:13]([C:16]3[CH:17]=[CH:18][N:19]=[CH:20][CH:21]=3)[N:12]=2)=[O:8])[S:4][CH:5]=1. Given the reactants C[C:2]1[CH:6]=[CH:5][S:4][C:3]=1[C:7]([NH:9][CH2:10][C:11]1[NH:15][N:14]=[C:13]([C:16]2[CH:21]=[CH:20][N:19]=[CH:18][CH:17]=2)[N:12]=1)=[O:8].[CH3:22]C1C=C(C(O)=O)SC=1.CC1C=CSC=1C(O)=O, predict the reaction product. (2) The product is: [ClH:29].[CH2:1]([CH:3]([N:6]1[CH2:11][CH2:10][CH:9]([CH2:12][C:13]2[N:14]=[C:27]([C:26]3[CH:30]=[CH:31][C:23]([C:17]4[CH:18]=[CH:19][CH:20]=[CH:21][CH:22]=4)=[CH:24][CH:25]=3)[O:16][N:15]=2)[CH2:8][CH2:7]1)[CH2:4][CH3:5])[CH3:2]. Given the reactants [CH2:1]([CH:3]([N:6]1[CH2:11][CH2:10][CH:9]([CH2:12][C:13]([NH:15][OH:16])=[NH:14])[CH2:8][CH2:7]1)[CH2:4][CH3:5])[CH3:2].[C:17]1([C:23]2[CH:31]=[CH:30][C:26]([C:27]([Cl:29])=O)=[CH:25][CH:24]=2)[CH:22]=[CH:21][CH:20]=[CH:19][CH:18]=1, predict the reaction product. (3) Given the reactants [Cl:1][C:2]1[CH:3]=[C:4]([C:9]([O:11][CH:12]([CH3:14])[CH3:13])=[O:10])[N+:5]([O-])=[CH:6][CH:7]=1.C[CH2:16][N:17](CC)CC.C[Si](C#N)(C)C, predict the reaction product. The product is: [Cl:1][C:2]1[CH:7]=[C:6]([C:16]#[N:17])[N:5]=[C:4]([C:9]([O:11][CH:12]([CH3:14])[CH3:13])=[O:10])[CH:3]=1. (4) The product is: [Br:1][C:2]1[CH:15]=[CH:14][C:13]2[N:12]([S:16]([C:19]3[CH:24]=[CH:23][C:22]([OH:25])=[CH:21][CH:20]=3)(=[O:18])=[O:17])[CH:11]([CH2:27][CH3:28])[C:10]3[C:5](=[CH:6][CH:7]=[C:8]([F:29])[CH:9]=3)[C:4]=2[CH:3]=1. Given the reactants [Br:1][C:2]1[CH:15]=[CH:14][C:13]2[N:12]([S:16]([C:19]3[CH:24]=[CH:23][C:22]([O:25]C)=[CH:21][CH:20]=3)(=[O:18])=[O:17])[CH:11]([CH2:27][CH3:28])[C:10]3[C:5](=[CH:6][CH:7]=[C:8]([F:29])[CH:9]=3)[C:4]=2[CH:3]=1.B(Cl)(Cl)Cl.ClCCl, predict the reaction product. (5) Given the reactants [CH2:1]([CH:3]([C:6]1[C:7]2[N:8]([C:13](I)=[C:14]([CH3:16])[N:15]=2)[N:9]=[C:10]([CH3:12])[CH:11]=1)[CH2:4][CH3:5])[CH3:2].[CH3:18][N:19]1[C:27]2[C:22](=[CH:23][C:24]([CH3:28])=[CH:25][CH:26]=2)[CH:21]=[C:20]1B(O)O.C([O-])([O-])=O.[Na+].[Na+].C1C=CC(P(C2C=CC=CC=2)C2C=CC=CC=2)=CC=1, predict the reaction product. The product is: [CH3:18][N:19]1[C:27]2[C:22](=[CH:23][C:24]([CH3:28])=[CH:25][CH:26]=2)[CH:21]=[C:20]1[C:13]1[N:8]2[N:9]=[C:10]([CH3:12])[CH:11]=[C:6]([CH:3]([CH2:4][CH3:5])[CH2:1][CH3:2])[C:7]2=[N:15][C:14]=1[CH3:16]. (6) Given the reactants [CH2:1]([C@@H:5]1[NH:10][CH2:9][C@H:8]([CH2:11][CH:12]([CH3:14])[CH3:13])[NH:7][C:6]1=[O:15])[CH:2]([CH3:4])[CH3:3].[Br:16][C:17]1[CH:22]=[CH:21][C:20]([C@@H:23]2[CH2:25][C@H:24]2[C:26](O)=[O:27])=[CH:19][CH:18]=1.C([C@@H]1N(C([C@@H]2C[C@H]2C2C=CC=CC=2)=O)C[C@H](CC(C)C)NC1=O)C(C)C, predict the reaction product. The product is: [Br:16][C:17]1[CH:18]=[CH:19][C:20]([C@@H:23]2[CH2:25][C@H:24]2[C:26]([N:10]2[CH2:9][C@H:8]([CH2:11][CH:12]([CH3:14])[CH3:13])[NH:7][C:6](=[O:15])[C@@H:5]2[CH2:1][CH:2]([CH3:4])[CH3:3])=[O:27])=[CH:21][CH:22]=1. (7) Given the reactants [NH2:1][C:2]1[CH:30]=[CH:29][C:5]2[NH:6][C:7]([C:12]3[C:13](=[O:28])[N:14]([CH2:23][CH2:24][CH:25]([CH3:27])[CH3:26])[C:15]4[C:20]([C:21]=3[OH:22])=[CH:19][CH:18]=[CH:17][N:16]=4)=[N:8][S:9](=[O:11])(=[O:10])[C:4]=2[CH:3]=1.[CH:31]([S:34](Cl)(=[O:36])=[O:35])([CH3:33])[CH3:32], predict the reaction product. The product is: [OH:22][C:21]1[C:20]2[C:15](=[N:16][CH:17]=[CH:18][CH:19]=2)[N:14]([CH2:23][CH2:24][CH:25]([CH3:27])[CH3:26])[C:13](=[O:28])[C:12]=1[C:7]1[NH:6][C:5]2[CH:29]=[CH:30][C:2]([NH:1][S:34]([CH:31]([CH3:33])[CH3:32])(=[O:36])=[O:35])=[CH:3][C:4]=2[S:9](=[O:11])(=[O:10])[N:8]=1.